This data is from Peptide-MHC class I binding affinity with 185,985 pairs from IEDB/IMGT. The task is: Regression. Given a peptide amino acid sequence and an MHC pseudo amino acid sequence, predict their binding affinity value. This is MHC class I binding data. (1) The peptide sequence is TTILGLLPM. The MHC is HLA-B15:09 with pseudo-sequence HLA-B15:09. The binding affinity (normalized) is 0.173. (2) The peptide sequence is DEALRGFLLY. The MHC is HLA-A30:02 with pseudo-sequence HLA-A30:02. The binding affinity (normalized) is 0. (3) The peptide sequence is KVFFGPIYY. The MHC is HLA-B08:02 with pseudo-sequence HLA-B08:02. The binding affinity (normalized) is 0.0847. (4) The peptide sequence is KWMLISSELK. The MHC is HLA-A33:01 with pseudo-sequence HLA-A33:01. The binding affinity (normalized) is 0.144. (5) The peptide sequence is HFDDVANGF. The MHC is HLA-B58:01 with pseudo-sequence HLA-B58:01. The binding affinity (normalized) is 0.0847. (6) The peptide sequence is MAVHCMNF. The MHC is Mamu-A02 with pseudo-sequence Mamu-A02. The binding affinity (normalized) is 0.588. (7) The peptide sequence is RPLMESELVI. The MHC is Mamu-A2201 with pseudo-sequence Mamu-A2201. The binding affinity (normalized) is 0.605. (8) The peptide sequence is SQLVSTAWA. The MHC is HLA-A80:01 with pseudo-sequence HLA-A80:01. The binding affinity (normalized) is 0.0847.